Dataset: Forward reaction prediction with 1.9M reactions from USPTO patents (1976-2016). Task: Predict the product of the given reaction. (1) Given the reactants [C:1]1([C:7]2[N:11]=[C:10](C(Cl)(Cl)Cl)[O:9][N:8]=2)[CH:6]=[CH:5][CH:4]=[CH:3][CH:2]=1.[C:16]([O:20][C:21]([N:23]1[CH2:28][CH2:27][CH:26]([NH2:29])[CH2:25][CH2:24]1)=[O:22])([CH3:19])([CH3:18])[CH3:17].C([O-])(O)=O.[Na+], predict the reaction product. The product is: [C:16]([O:20][C:21]([N:23]1[CH2:28][CH2:27][CH:26]([NH:29][C:10]2[O:9][N:8]=[C:7]([C:1]3[CH:6]=[CH:5][CH:4]=[CH:3][CH:2]=3)[N:11]=2)[CH2:25][CH2:24]1)=[O:22])([CH3:19])([CH3:17])[CH3:18]. (2) The product is: [NH2:18][C:10]1[C:11]2[C:16](=[CH:15][CH:14]=[CH:13][C:12]=2[F:17])[C:8]([C:26]2[CH:31]=[C:30]([C:32]([F:34])([F:33])[F:35])[C:29](=[O:36])[N:28]([CH3:37])[CH:27]=2)([C:4]2[CH:5]=[CH:6][CH:7]=[C:2]([C:44]3[CH:43]=[N:42][CH:41]=[C:40]([O:39][CH3:38])[CH:45]=3)[CH:3]=2)[N:9]=1. Given the reactants Br[C:2]1[CH:3]=[C:4]([C:8]2([C:26]3[CH:31]=[C:30]([C:32]([F:35])([F:34])[F:33])[C:29](=[O:36])[N:28]([CH3:37])[CH:27]=3)[C:16]3[C:11](=[C:12]([F:17])[CH:13]=[CH:14][CH:15]=3)[C:10]([NH:18]C(=O)OC(C)(C)C)=[N:9]2)[CH:5]=[CH:6][CH:7]=1.[CH3:38][O:39][C:40]1[CH:41]=[N:42][CH:43]=[C:44](B(O)O)[CH:45]=1, predict the reaction product. (3) Given the reactants [C:1]([O:5][C:6]([N:8]1[CH2:13][CH2:12][CH:11]([N:14]2[C:18]3=[N:19][CH:20]=[N:21][C:22](Cl)=[C:17]3[CH:16]=[N:15]2)[CH2:10][CH2:9]1)=[O:7])([CH3:4])([CH3:3])[CH3:2].[OH:24][C:25]1[CH:30]=[CH:29][C:28]([C:31](=[O:33])[CH3:32])=[C:27]([CH3:34])[CH:26]=1, predict the reaction product. The product is: [C:1]([O:5][C:6]([N:8]1[CH2:13][CH2:12][CH:11]([N:14]2[C:18]3=[N:19][CH:20]=[N:21][C:22]([O:24][C:25]4[CH:30]=[CH:29][C:28]([C:31](=[O:33])[CH3:32])=[C:27]([CH3:34])[CH:26]=4)=[C:17]3[CH:16]=[N:15]2)[CH2:10][CH2:9]1)=[O:7])([CH3:4])([CH3:3])[CH3:2]. (4) Given the reactants [F:1][C:2]1[CH:27]=[CH:26][CH:25]=[CH:24][C:3]=1[CH2:4][N:5]1[C:9]2=[N:10][CH:11]=[CH:12][CH:13]=[C:8]2[C:7]([C:14]2[N:15]=[N:16][C:17]([CH:21]([CH3:23])[CH3:22])=[C:18](O)[N:19]=2)=[N:6]1.P(Cl)(Cl)(Cl)=O.[NH3:33], predict the reaction product. The product is: [F:1][C:2]1[CH:27]=[CH:26][CH:25]=[CH:24][C:3]=1[CH2:4][N:5]1[C:9]2=[N:10][CH:11]=[CH:12][CH:13]=[C:8]2[C:7]([C:14]2[N:15]=[N:16][C:17]([CH:21]([CH3:23])[CH3:22])=[C:18]([NH2:33])[N:19]=2)=[N:6]1. (5) Given the reactants Br[CH2:2][C:3]1[C:12]([C:13]([O:15]C)=O)=[C:11]([Cl:17])[C:10]2[C:5](=[CH:6][CH:7]=[C:8]([C:18]#[N:19])[CH:9]=2)[N:4]=1.[CH2:20]([NH2:22])[CH3:21], predict the reaction product. The product is: [Cl:17][C:11]1[C:10]2[CH:9]=[C:8]([C:18]#[N:19])[CH:7]=[CH:6][C:5]=2[N:4]=[C:3]2[CH2:2][N:22]([CH2:20][CH3:21])[C:13](=[O:15])[C:12]=12. (6) The product is: [NH2:42][CH:39]1[CH2:38][CH2:37][N:36]([C:33]2[N:34]=[CH:35][C:30]([C:16]3[CH:17]=[C:18]([N:21]([CH2:28][CH3:29])[CH:22]4[CH2:23][CH2:24][O:25][CH2:26][CH2:27]4)[C:19]([CH3:20])=[C:14]([CH:15]=3)[C:12]([NH:11][CH2:10][C:3]3[C:4](=[O:9])[NH:5][C:6]([CH3:8])=[CH:7][C:2]=3[CH3:1])=[O:13])=[CH:31][CH:32]=2)[CH2:41][CH2:40]1. Given the reactants [CH3:1][C:2]1[CH:7]=[C:6]([CH3:8])[NH:5][C:4](=[O:9])[C:3]=1[CH2:10][NH:11][C:12]([C:14]1[CH:15]=[C:16]([C:30]2[CH:31]=[CH:32][C:33]([N:36]3[CH2:41][CH2:40][CH:39]([NH:42]C(=O)OC(C)(C)C)[CH2:38][CH2:37]3)=[N:34][CH:35]=2)[CH:17]=[C:18]([N:21]([CH2:28][CH3:29])[CH:22]2[CH2:27][CH2:26][O:25][CH2:24][CH2:23]2)[C:19]=1[CH3:20])=[O:13].C(O)(C(F)(F)F)=O, predict the reaction product.